Dataset: Forward reaction prediction with 1.9M reactions from USPTO patents (1976-2016). Task: Predict the product of the given reaction. (1) Given the reactants [CH3:1][N:2]1[CH2:6][CH2:5][CH:4]([NH2:7])[CH2:3]1.C(N(CC)C(C)C)(C)C.Cl[S:18]([C:21]1[CH:22]=[C:23]([C:27]2[C:36]([CH3:38])([CH3:37])[CH2:35][C:34]3[C:29](=[CH:30][CH:31]=[C:32]([C:39]([O:41][CH3:42])=[O:40])[CH:33]=3)[N:28]=2)[CH:24]=[CH:25][CH:26]=1)(=[O:20])=[O:19], predict the reaction product. The product is: [CH3:37][C:36]1([CH3:38])[CH2:35][C:34]2[C:29](=[CH:30][CH:31]=[C:32]([C:39]([O:41][CH3:42])=[O:40])[CH:33]=2)[N:28]=[C:27]1[C:23]1[CH:24]=[CH:25][CH:26]=[C:21]([S:18](=[O:20])(=[O:19])[NH:7][CH:4]2[CH2:5][CH2:6][N:2]([CH3:1])[CH2:3]2)[CH:22]=1. (2) Given the reactants [C:1]1([C:7]2[O:8][C:9]([C:27]([F:30])([F:29])[F:28])=[C:10]([C:12]([NH:14][C:15]3[CH:16]=[N:17][C:18]([N:21]4[CH2:26][CH2:25][NH:24][CH2:23][CH2:22]4)=[CH:19][CH:20]=3)=[O:13])[N:11]=2)[CH:6]=[CH:5][CH:4]=[CH:3][CH:2]=1.Cl[C:32]([O:34][CH2:35][CH2:36][O:37][CH3:38])=[O:33], predict the reaction product. The product is: [C:1]1([C:7]2[O:8][C:9]([C:27]([F:28])([F:29])[F:30])=[C:10]([C:12]([NH:14][C:15]3[CH:20]=[CH:19][C:18]([N:21]4[CH2:26][CH2:25][N:24]([C:32]([O:34][CH2:35][CH2:36][O:37][CH3:38])=[O:33])[CH2:23][CH2:22]4)=[N:17][CH:16]=3)=[O:13])[N:11]=2)[CH:2]=[CH:3][CH:4]=[CH:5][CH:6]=1.